This data is from Catalyst prediction with 721,799 reactions and 888 catalyst types from USPTO. The task is: Predict which catalyst facilitates the given reaction. Reactant: F[C:2]1[C:11]2[C:6](=[CH:7][CH:8]=[CH:9][CH:10]=2)[C:5]([S:12]([N:15]2[C:24]3[C:19](=[CH:20][CH:21]=[CH:22][CH:23]=3)[CH2:18][CH2:17][CH2:16]2)(=[O:14])=[O:13])=[CH:4][CH:3]=1.FC1C2C(=CC=CC=2)C(S([Cl:39])(=O)=O)=CC=1.[NH:40]1[C:49]2[C:44](=CC=CC=2)C[CH2:42][CH2:41]1.[N:50]1C=CC=CC=1. The catalyst class is: 2. Product: [ClH:39].[N:15]1([S:12]([C:5]2[C:6]3[C:11](=[CH:10][CH:9]=[CH:8][CH:7]=3)[C:2]([N:40]3[CH2:41][CH2:42][NH:50][CH2:44][CH2:49]3)=[CH:3][CH:4]=2)(=[O:14])=[O:13])[C:24]2[C:19](=[CH:20][CH:21]=[CH:22][CH:23]=2)[CH2:18][CH2:17][CH2:16]1.